Task: Predict the reaction yield, written as a fraction of the theoretical maximum amount of product (1.0 means a 100% yield; for example, 0.34 means a 34% yield).. Dataset: Reaction yield outcomes from USPTO patents with 853,638 reactions (1) The reactants are [CH3:1][O:2][C:3](=[O:30])[CH2:4][C:5]1[CH:10]=[CH:9][CH:8]=[C:7]([O:11][CH2:12][CH2:13][CH2:14][NH:15][CH2:16][CH:17]([C:24]2[CH:29]=[CH:28][CH:27]=[CH:26][CH:25]=2)[C:18]2[CH:23]=[CH:22][CH:21]=[CH:20][CH:19]=2)[CH:6]=1.[F:31][C:32]([F:46])([F:45])[C:33]1[CH:34]=[C:35]([CH:38]=[C:39]([C:41]([F:44])([F:43])[F:42])[CH:40]=1)[CH2:36]Br.C(=O)([O-])[O-].[K+].[K+]. The catalyst is CN(C=O)C.O. The product is [CH3:1][O:2][C:3](=[O:30])[CH2:4][C:5]1[CH:10]=[CH:9][CH:8]=[C:7]([O:11][CH2:12][CH2:13][CH2:14][N:15]([CH2:16][CH:17]([C:24]2[CH:29]=[CH:28][CH:27]=[CH:26][CH:25]=2)[C:18]2[CH:19]=[CH:20][CH:21]=[CH:22][CH:23]=2)[CH2:36][C:35]2[CH:38]=[C:39]([C:41]([F:43])([F:44])[F:42])[CH:40]=[C:33]([C:32]([F:31])([F:45])[F:46])[CH:34]=2)[CH:6]=1. The yield is 0.770. (2) The reactants are [Cl:1][C:2]1[CH:7]=[C:6]([C:8]#[C:9][Si](C)(C)C)[CH:5]=[CH:4][N:3]=1.CCCC[N+](CCCC)(CCCC)CCCC.[F-].[NH4+].[Cl-]. The catalyst is C1COCC1. The product is [Cl:1][C:2]1[CH:7]=[C:6]([C:8]#[CH:9])[CH:5]=[CH:4][N:3]=1. The yield is 0.910. (3) The reactants are [CH2:1]([O:4][C:5]1[CH:10]=[C:9]([CH3:11])[CH:8]=[CH:7][C:6]=1[C:12]1[C:17]([CH:18]([OH:24])[C:19]([O:21][CH2:22][CH3:23])=[O:20])=[C:16]([CH3:25])[N:15]=[C:14]2[S:26][C:27]3[CH2:32][CH2:31][CH2:30][CH2:29][C:28]=3[C:13]=12)[CH:2]=[CH2:3].C(O[C:37]([CH3:40])([CH3:39])[CH3:38])(=O)C.S(=O)(=O)(O)O. The product is [CH2:1]([O:4][C:5]1[CH:10]=[C:9]([CH3:11])[CH:8]=[CH:7][C:6]=1[C:12]1[C:17]([CH:18]([O:24][C:37]([CH3:40])([CH3:39])[CH3:38])[C:19]([O:21][CH2:22][CH3:23])=[O:20])=[C:16]([CH3:25])[N:15]=[C:14]2[S:26][C:27]3[CH2:32][CH2:31][CH2:30][CH2:29][C:28]=3[C:13]=12)[CH:2]=[CH2:3]. The yield is 0.450. The catalyst is ClCCl. (4) The reactants are [CH2:1]([CH:8]1[CH2:13][CH2:12][N:11]([C:14]([C:16]2[NH:17][C:18]3[C:23]([CH:24]=2)=[CH:22][CH:21]=[C:20]([OH:25])[CH:19]=3)=[O:15])[CH2:10][CH2:9]1)[C:2]1[CH:7]=[CH:6][CH:5]=[CH:4][CH:3]=1.[CH2:26]([NH2:30])[CH2:27][CH2:28][CH3:29].COCCOC. The catalyst is [O-2].[O-2].[Mn+4]. The product is [CH2:1]([CH:8]1[CH2:9][CH2:10][N:11]([C:14]([C:16]2[NH:17][C:18]3[C:19]4[N:30]=[C:26]([CH2:27][CH2:28][CH3:29])[O:25][C:20]=4[CH:21]=[CH:22][C:23]=3[CH:24]=2)=[O:15])[CH2:12][CH2:13]1)[C:2]1[CH:7]=[CH:6][CH:5]=[CH:4][CH:3]=1. The yield is 0.173. (5) The reactants are C([O:3][C:4]([C:6]1([NH:15][C:16]([C@H:18]2[C:27]3[C:22](=[CH:23][CH:24]=[CH:25][CH:26]=3)[CH2:21][CH2:20][CH2:19]2)=[O:17])[CH2:14][C:13]2[C:8](=[CH:9][CH:10]=[CH:11][CH:12]=2)[CH2:7]1)=[O:5])C.[OH-].[K+].O. The catalyst is CCO. The product is [C@H:18]1([C:16]([NH:15][C:6]2([C:4]([OH:5])=[O:3])[CH2:14][C:13]3[C:8](=[CH:9][CH:10]=[CH:11][CH:12]=3)[CH2:7]2)=[O:17])[C:27]2[C:22](=[CH:23][CH:24]=[CH:25][CH:26]=2)[CH2:21][CH2:20][CH2:19]1. The yield is 0.960. (6) The reactants are [CH3:1][O:2][CH2:3][C:4]1[S:5][CH:6]=[C:7]([C:9](OCC)=[O:10])[N:8]=1.CC(C[AlH]CC(C)C)C.C(O)(=O)C.C(C(C(C([O-])=O)O)O)([O-])=O.[K+].[Na+]. The catalyst is ClCCl. The product is [CH3:1][O:2][CH2:3][C:4]1[S:5][CH:6]=[C:7]([CH:9]=[O:10])[N:8]=1. The yield is 0.710. (7) The reactants are [CH3:1][O:2][C:3]([C:5]1[S:6][CH:7]=[C:8]([Br:11])[C:9]=1[OH:10])=[O:4].[C:12](=O)([O-])[O-].[K+].[K+].IC. The catalyst is CC(C)=O. The product is [CH3:1][O:2][C:3]([C:5]1[S:6][CH:7]=[C:8]([Br:11])[C:9]=1[O:10][CH3:12])=[O:4]. The yield is 1.00. (8) The reactants are [I:1][C:2]1[C:7]([OH:8])=[CH:6][CH:5]=[CH:4][N:3]=1.[S:9]1[CH:13]=[CH:12][C:11]([CH2:14][CH2:15]O)=[CH:10]1.C1(P(C2C=CC=CC=2)C2C=CC=CC=2)C=CC=CC=1.O1CCCC1.N(C(OC(C)C)=O)=NC(OC(C)C)=O. No catalyst specified. The product is [I:1][C:2]1[C:7]([O:8][CH2:15][CH2:14][C:11]2[CH:12]=[CH:13][S:9][CH:10]=2)=[CH:6][CH:5]=[CH:4][N:3]=1. The yield is 0.900. (9) The product is [CH2:6]([O:13][NH:14][CH:15]1[CH2:20][NH:19][C@H:18]([C:21]#[N:22])[CH2:17][CH2:16]1)[C:7]1[CH:12]=[CH:11][CH:10]=[CH:9][CH:8]=1. The reactants are S(=O)(=O)(O)O.[CH2:6]([O:13][N:14]=[C:15]1[CH2:20][NH:19][C@H:18]([C:21]#[N:22])[CH2:17][CH2:16]1)[C:7]1[CH:12]=[CH:11][CH:10]=[CH:9][CH:8]=1.C(O[BH-](OC(=O)C)OC(=O)C)(=O)C.[Na+].C(=O)([O-])O.[K+]. The catalyst is C(OCC)(=O)C. The yield is 0.880.